From a dataset of TCR-epitope binding with 47,182 pairs between 192 epitopes and 23,139 TCRs. Binary Classification. Given a T-cell receptor sequence (or CDR3 region) and an epitope sequence, predict whether binding occurs between them. (1) The epitope is GTSGSPIINR. The TCR CDR3 sequence is CASSYSDVTYNEQFF. Result: 0 (the TCR does not bind to the epitope). (2) The epitope is ILGLPTQTV. The TCR CDR3 sequence is CASSHPGQSSYEQYF. Result: 0 (the TCR does not bind to the epitope). (3) The epitope is HPKVSSEVHI. The TCR CDR3 sequence is CASRGGPLTEAFF. Result: 1 (the TCR binds to the epitope). (4) The epitope is VLWAHGFEL. The TCR CDR3 sequence is CASTGLDQETQYF. Result: 1 (the TCR binds to the epitope). (5) The epitope is YLQPRTFLL. The TCR CDR3 sequence is CAGGDPNTGELFF. Result: 1 (the TCR binds to the epitope). (6) The epitope is TFYLTNDVSFL. The TCR CDR3 sequence is CASSITLGNEQFF. Result: 0 (the TCR does not bind to the epitope).